From a dataset of Catalyst prediction with 721,799 reactions and 888 catalyst types from USPTO. Predict which catalyst facilitates the given reaction. (1) Reactant: [OH:1][C:2]1[C:7]2[C:8](=[O:23])[C:9](=[CH:11][C:12]3[C:20]4[C:15](=[CH:16][CH:17]=[C:18]([O:21][CH3:22])[CH:19]=4)[NH:14][CH:13]=3)[O:10][C:6]=2[CH:5]=[C:4]([OH:24])[CH:3]=1.O1CCOCC1. Product: [OH:1][C:2]1[C:7]2[C:8](=[O:23])[CH:9]([CH2:11][C:12]3[C:20]4[C:15](=[CH:16][CH:17]=[C:18]([O:21][CH3:22])[CH:19]=4)[NH:14][CH:13]=3)[O:10][C:6]=2[CH:5]=[C:4]([OH:24])[CH:3]=1. The catalyst class is: 5. (2) Reactant: [F:1][CH:2]([F:27])[O:3][C:4]1[C:5]([C:10]([NH:13][C:14]2[N:15]=[N:16][C:17]([C:20]3[S:21][C:22]([C:25]#[N:26])=[CH:23][N:24]=3)=[CH:18][N:19]=2)([CH3:12])[CH3:11])=[N:6][CH:7]=[CH:8][CH:9]=1.C([O-])([O-])=[O:29].[K+].[K+].CS(C)=O.OO. Product: [F:27][CH:2]([F:1])[O:3][C:4]1[C:5]([C:10]([NH:13][C:14]2[N:15]=[N:16][C:17]([C:20]3[S:21][C:22]([C:25]([NH2:26])=[O:29])=[CH:23][N:24]=3)=[CH:18][N:19]=2)([CH3:12])[CH3:11])=[N:6][CH:7]=[CH:8][CH:9]=1. The catalyst class is: 15. (3) Reactant: O=C1C2C(=CC=CC=2)C(=O)[N:3]1[C@@H:12]1[CH2:16][O:15][CH2:14][C@H:13]1[NH:17][C:18](=[O:29])[C:19]1[C:24]([O:25][CH3:26])=[CH:23][CH:22]=[CH:21][C:20]=1[O:27][CH3:28].O.NN. Product: [NH2:3][C@@H:12]1[CH2:16][O:15][CH2:14][C@H:13]1[NH:17][C:18](=[O:29])[C:19]1[C:24]([O:25][CH3:26])=[CH:23][CH:22]=[CH:21][C:20]=1[O:27][CH3:28]. The catalyst class is: 8. (4) Reactant: FC1C=CC(COCC(Cl)=O)=CC=1.Cl.C(N)CC=C.C(N(CC)CC)C.[F:27][C:28]1[CH:54]=[CH:53][C:31]([CH2:32][O:33][CH2:34][C:35]([NH:37][CH2:38][CH2:39][CH:40]2CCN(CC3C=CC=CC=3)C[CH2:41]2)=[O:36])=[CH:30][CH:29]=1. Product: [F:27][C:28]1[CH:29]=[CH:30][C:31]([CH2:32][O:33][CH2:34][C:35]([NH:37][CH2:38][CH2:39][CH:40]=[CH2:41])=[O:36])=[CH:53][CH:54]=1. The catalyst class is: 1. (5) Reactant: [NH:1]1[C:9]2[C:4](=[CH:5][CH:6]=[CH:7][CH:8]=2)[C:3]([NH:10][C:11]2[CH:16]=[CH:15][C:14](B3[O:21][C:20]([CH3:23])(C)C(C)(C)O3)=[CH:13][CH:12]=2)=[N:2]1.I[C:27]1[C:35]2[C:30](=[N:31][CH:32]=[N:33][C:34]=2[NH2:36])[N:29]([C@H:37]2[CH2:42][CH2:41][C@H:40]([N:43]3[CH2:48][CH2:47][N:46]([CH3:49])[CH2:45][CH2:44]3)[CH2:39][CH2:38]2)[N:28]=1.C(=O)([O-])[O-:51].[Na+].[Na+]. Product: [C:20]([OH:51])(=[O:21])[CH3:23].[NH:1]1[C:9]2[C:4](=[CH:5][CH:6]=[CH:7][CH:8]=2)[C:3]([NH:10][C:11]2[CH:12]=[CH:13][C:14]([C:27]3[C:35]4[C:30](=[N:31][CH:32]=[N:33][C:34]=4[NH2:36])[N:29]([C@H:37]4[CH2:38][CH2:39][C@H:40]([N:43]5[CH2:44][CH2:45][N:46]([CH3:49])[CH2:47][CH2:48]5)[CH2:41][CH2:42]4)[N:28]=3)=[CH:15][CH:16]=2)=[N:2]1. The catalyst class is: 149. (6) Reactant: [NH2:1][C:2]1[CH:3]=[CH:4][CH:5]=[C:6]2[C:11]=1[NH:10][CH2:9][CH2:8][CH2:7]2.[CH2:12]1[CH2:16]O[CH2:14][CH2:13]1.[BH3-][C:18]#[N:19].[Na+]. Product: [N:10]1[CH:9]=[CH:8][CH:14]=[CH:13][C:12]=1[CH2:16][NH:19][CH2:18][C:3]1[CH:2]=[CH:11][C:6]([CH2:7][NH:1][C:2]2[CH:3]=[CH:4][CH:5]=[C:6]3[C:11]=2[NH:10][CH2:9][CH2:8][CH2:7]3)=[CH:5][CH:4]=1. The catalyst class is: 48. (7) Reactant: [F:1][C:2]1[CH:11]=[C:10]2[C:5]([CH:6]=[CH:7][CH2:8][O:9]2)=[CH:4][CH:3]=1. Product: [F:1][C:2]1[CH:11]=[C:10]2[C:5]([CH2:6][CH2:7][CH2:8][O:9]2)=[CH:4][CH:3]=1. The catalyst class is: 78. (8) The catalyst class is: 7. Reactant: [O:1]1[CH2:6][CH2:5][NH:4][C:3]2[CH:7]=[N:8][CH:9]=[CH:10][C:2]1=2.C(N(C(C)C)CC)(C)C.[Cl:20][C:21]1[CH:22]=[C:23]([S:29](Cl)(=[O:31])=[O:30])[CH:24]=[C:25]([Cl:28])[C:26]=1[OH:27]. Product: [Cl:28][C:25]1[CH:24]=[C:23]([S:29]([N:4]2[CH2:5][CH2:6][O:1][C:2]3[CH:10]=[CH:9][N:8]=[CH:7][C:3]2=3)(=[O:31])=[O:30])[CH:22]=[C:21]([Cl:20])[C:26]=1[OH:27]. (9) Reactant: [N+:1]([C:4]1[CH:12]=[C:11]([C:13]([F:16])([F:15])[F:14])[CH:10]=[CH:9][C:5]=1[C:6]([OH:8])=[O:7])([O-])=O.C(Cl)Cl.CO. Product: [NH2:1][C:4]1[CH:12]=[C:11]([C:13]([F:14])([F:15])[F:16])[CH:10]=[CH:9][C:5]=1[C:6]([OH:8])=[O:7]. The catalyst class is: 43. (10) Reactant: Cl[C:2]([O:4][C:5]1[CH:10]=[CH:9][CH:8]=[CH:7][CH:6]=1)=[O:3].N1C=CC=CC=1.[CH3:17][N:18]1[CH:26]=[C:25]2[C:20]([CH:21]=[CH:22][C:23]([NH2:27])=[CH:24]2)=[N:19]1. Product: [C:5]1([O:4][C:2](=[O:3])[NH:27][C:23]2[CH:22]=[CH:21][C:20]3[C:25](=[CH:26][N:18]([CH3:17])[N:19]=3)[CH:24]=2)[CH:10]=[CH:9][CH:8]=[CH:7][CH:6]=1. The catalyst class is: 2.